Dataset: Catalyst prediction with 721,799 reactions and 888 catalyst types from USPTO. Task: Predict which catalyst facilitates the given reaction. (1) The catalyst class is: 1. Product: [F:1][C:2]1[N:3]=[C:4]([N:10]([CH3:11])[CH3:9])[CH:5]=[CH:6][CH:7]=1. Reactant: [F:1][C:2]1[CH:7]=[CH:6][CH:5]=[C:4](F)[N:3]=1.[CH3:9][NH:10][CH3:11].O. (2) Reactant: [F:1][C:2]1[CH:3]=[C:4]([C@H:9]2[CH2:14][C@H:13]([CH3:15])[NH:12][C:11](=O)[C@@H:10]2[C:17](OC)=[O:18])[CH:5]=[CH:6][C:7]=1[F:8]. Product: [F:1][C:2]1[CH:3]=[C:4]([C@H:9]2[CH2:14][C@H:13]([CH3:15])[NH:12][CH2:11][C@@H:10]2[CH2:17][OH:18])[CH:5]=[CH:6][C:7]=1[F:8]. The catalyst class is: 11. (3) Reactant: [CH3:1][C:2]1[CH:11]=[CH:10][C:5]2[NH:6][C:7](=[O:9])[O:8][C:4]=2[CH:3]=1. Product: [CH3:1][C:2]1[CH:11]=[CH:10][C:5]2[N:6]([CH2:2][CH2:3][CH:4]=[O:8])[C:7](=[O:9])[O:8][C:4]=2[CH:3]=1. The catalyst class is: 10.